This data is from Catalyst prediction with 721,799 reactions and 888 catalyst types from USPTO. The task is: Predict which catalyst facilitates the given reaction. (1) Reactant: [Cl:1][C:2]1[CH:3]=[C:4]([CH:20]=[CH:21][CH:22]=1)[C:5]([NH:7][C:8]12[CH2:17][CH:12]3[CH2:13][CH:14]([CH2:16][C:10]([CH2:18][OH:19])([CH2:11]3)[CH2:9]1)[CH2:15]2)=[O:6].C1C=C[NH+]=CC=1.[O-][Cr](Cl)(=O)=O. Product: [Cl:1][C:2]1[CH:3]=[C:4]([CH:20]=[CH:21][CH:22]=1)[C:5]([NH:7][C:8]12[CH2:15][CH:14]3[CH2:13][CH:12]([CH2:11][C:10]([CH:18]=[O:19])([CH2:16]3)[CH2:9]1)[CH2:17]2)=[O:6]. The catalyst class is: 2. (2) The catalyst class is: 25. Reactant: [Cl:1][C:2]1[C:3]([C:11]#[N:12])=[N:4][C:5]([F:10])=[C:6]([F:9])[C:7]=1F.[NH4+:13].[OH-]. Product: [NH2:13][C:7]1[C:6]([F:9])=[C:5]([F:10])[N:4]=[C:3]([C:11]#[N:12])[C:2]=1[Cl:1].